This data is from Full USPTO retrosynthesis dataset with 1.9M reactions from patents (1976-2016). The task is: Predict the reactants needed to synthesize the given product. (1) Given the product [C:40]([C:38]1[O:37][N:36]=[C:35]([NH:34][C:33]([NH:28][C@@H:21]2[C:22]3[C:27](=[CH:26][CH:25]=[CH:24][CH:23]=3)[C@H:18]([O:17][C:14]3[CH:15]=[CH:16][C:11]4[N:12]([C:8]([N:3]5[CH2:4][CH2:5][CH2:6][CH2:7][C@@H:2]5[CH3:1])=[N:9][N:10]=4)[CH:13]=3)[CH2:19][CH2:20]2)=[O:32])[CH:39]=1)([CH3:43])([CH3:41])[CH3:42], predict the reactants needed to synthesize it. The reactants are: [CH3:1][C@H:2]1[CH2:7][CH2:6][CH2:5][CH2:4][N:3]1[C:8]1[N:12]2[CH:13]=[C:14]([O:17][C@H:18]3[C:27]4[C:22](=[CH:23][CH:24]=[CH:25][CH:26]=4)[C@@H:21]([NH2:28])[CH2:20][CH2:19]3)[CH:15]=[CH:16][C:11]2=[N:10][N:9]=1.ClC(Cl)(Cl)C[O:32][C:33](=O)[NH:34][C:35]1[CH:39]=[C:38]([C:40]([CH3:43])([CH3:42])[CH3:41])[O:37][N:36]=1. (2) Given the product [NH2:9][C:10]1[S:11][CH2:12][C@@H:13]2[C@@H:18]([C:19]([F:21])([F:22])[CH3:20])[O:17][CH2:16][C@:14]2([C:23]2[CH:24]=[C:25]([NH:30][C:31]([C:33]3[CH:38]=[N:37][C:36]([N:39]4[CH:43]=[N:42][CH:41]=[N:40]4)=[CH:35][N:34]=3)=[O:32])[CH:26]=[CH:27][C:28]=2[F:29])[N:15]=1, predict the reactants needed to synthesize it. The reactants are: C([NH:9][C:10]1[S:11][CH2:12][C@@H:13]2[C@@H:18]([C:19]([F:22])([F:21])[CH3:20])[O:17][CH2:16][C@:14]2([C:23]2[CH:24]=[C:25]([NH:30][C:31]([C:33]3[CH:38]=[N:37][C:36]([N:39]4[CH:43]=[N:42][CH:41]=[N:40]4)=[CH:35][N:34]=3)=[O:32])[CH:26]=[CH:27][C:28]=2[F:29])[N:15]=1)(=O)C1C=CC=CC=1.Cl.CON.N1C=CC=CC=1.